From a dataset of Reaction yield outcomes from USPTO patents with 853,638 reactions. Predict the reaction yield, written as a fraction of the theoretical maximum amount of product (1.0 means a 100% yield; for example, 0.34 means a 34% yield). (1) The reactants are [F:1][C:2]([F:18])([F:17])[C:3]([NH:5][C@H:6]1[C:15]2[C:10](=[CH:11][CH:12]=[CH:13][CH:14]=2)[C@H:9]([OH:16])[CH2:8][CH2:7]1)=[O:4].N1C=CN=C1.CN(C=O)C.[C:29]([Si:33](Cl)([C:40]1[CH:45]=[CH:44][CH:43]=[CH:42][CH:41]=1)[C:34]1[CH:39]=[CH:38][CH:37]=[CH:36][CH:35]=1)([CH3:32])([CH3:31])[CH3:30]. The catalyst is CCOC(C)=O. The product is [Si:33]([O:16][C@H:9]1[C:10]2[C:15](=[CH:14][CH:13]=[CH:12][CH:11]=2)[C@H:6]([NH:5][C:3](=[O:4])[C:2]([F:17])([F:18])[F:1])[CH2:7][CH2:8]1)([C:29]([CH3:32])([CH3:31])[CH3:30])([C:40]1[CH:41]=[CH:42][CH:43]=[CH:44][CH:45]=1)[C:34]1[CH:39]=[CH:38][CH:37]=[CH:36][CH:35]=1. The yield is 0.950. (2) The reactants are [OH:1][C@H:2]1[CH2:6][CH2:5][N:4]([C:7](=[O:28])[C@@H:8]([NH:15][S:16]([C:19]2[CH:24]=[CH:23][CH:22]=[CH:21][C:20]=2[N+:25]([O-:27])=[O:26])(=[O:18])=[O:17])[C:9]2[CH:14]=[CH:13][CH:12]=[CH:11][CH:10]=2)[CH2:3]1.C(=O)([O-])[O-].[K+].[K+].[CH2:35](Br)[CH:36]=[CH2:37].O. The catalyst is CN(C)C=O. The product is [CH2:37]([N:15]([C@@H:8]([C:9]1[CH:14]=[CH:13][CH:12]=[CH:11][CH:10]=1)[C:7]([N:4]1[CH2:5][CH2:6][C@H:2]([OH:1])[CH2:3]1)=[O:28])[S:16]([C:19]1[CH:24]=[CH:23][CH:22]=[CH:21][C:20]=1[N+:25]([O-:27])=[O:26])(=[O:18])=[O:17])[CH:36]=[CH2:35]. The yield is 0.972.